From a dataset of TCR-epitope binding with 47,182 pairs between 192 epitopes and 23,139 TCRs. Binary Classification. Given a T-cell receptor sequence (or CDR3 region) and an epitope sequence, predict whether binding occurs between them. (1) The epitope is VTIAEILLI. The TCR CDR3 sequence is CASSQEGASGETYNEQFF. Result: 0 (the TCR does not bind to the epitope). (2) The epitope is ISPRTLNAW. The TCR CDR3 sequence is CASSLVGAADTIYF. Result: 0 (the TCR does not bind to the epitope).